From a dataset of Forward reaction prediction with 1.9M reactions from USPTO patents (1976-2016). Predict the product of the given reaction. (1) Given the reactants Br[C:2]1[CH:7]=[CH:6][CH:5]=[C:4](/[CH:8]=[CH:9]/[O:10][CH3:11])[C:3]=1[O:12][CH3:13].[Li]CCCC.[B:19](OC(C)C)([O:24]C(C)C)[O:20]C(C)C, predict the reaction product. The product is: [CH3:13][O:12][C:3]1[C:4](/[CH:8]=[CH:9]/[O:10][CH3:11])=[CH:5][CH:6]=[CH:7][C:2]=1[B:19]([OH:24])[OH:20]. (2) Given the reactants [NH2:1][C:2]1[CH:3]=[CH:4][C:5]2[N:10]([CH3:11])[C:9](=[O:12])[O:8][C:7]([CH2:15][CH3:16])([CH2:13][CH3:14])[C:6]=2[CH:17]=1.[C:18]([C:20]1[CH:21]=[C:22](B(O)O)[CH:23]=[CH:24][C:25]=1[F:26])#[N:19], predict the reaction product. The product is: [CH2:13]([C:7]1([CH2:15][CH3:16])[C:6]2[CH:17]=[C:2]([NH:1][C:22]3[CH:23]=[CH:24][C:25]([F:26])=[C:20]([CH:21]=3)[C:18]#[N:19])[CH:3]=[CH:4][C:5]=2[N:10]([CH3:11])[C:9](=[O:12])[O:8]1)[CH3:14]. (3) Given the reactants [CH2:1]([O:8][C:9]1[CH:18]=[C:17]([O:19][CH2:20][C:21]2[CH:26]=[CH:25][CH:24]=[CH:23][CH:22]=2)[CH:16]=[C:15]2[C:10]=1[C:11](=[O:41])[CH:12]=[C:13]([C:27]1[CH:32]=[CH:31][C:30]([O:33][CH2:34][C:35]3[CH:40]=[CH:39][CH:38]=[CH:37][CH:36]=3)=[CH:29][CH:28]=1)[O:14]2)[C:2]1[CH:7]=[CH:6][CH:5]=[CH:4][CH:3]=1.CC1(C)O[O:44]1, predict the reaction product. The product is: [CH2:1]([O:8][C:9]1[CH:18]=[C:17]([O:19][CH2:20][C:21]2[CH:26]=[CH:25][CH:24]=[CH:23][CH:22]=2)[CH:16]=[C:15]2[C:10]=1[C:11](=[O:41])[C:12]([OH:44])=[C:13]([C:27]1[CH:28]=[CH:29][C:30]([O:33][CH2:34][C:35]3[CH:36]=[CH:37][CH:38]=[CH:39][CH:40]=3)=[CH:31][CH:32]=1)[O:14]2)[C:2]1[CH:7]=[CH:6][CH:5]=[CH:4][CH:3]=1.